From a dataset of Forward reaction prediction with 1.9M reactions from USPTO patents (1976-2016). Predict the product of the given reaction. Given the reactants C(OC([NH:11][C@@H:12]([CH2:17][C:18]1[CH:23]=[CH:22][C:21]([O:24][CH2:25][CH2:26][NH:27][C:28](=[O:41])[C:29]2[CH:34]=[CH:33][C:32]([C:35]3[CH:40]=[CH:39][CH:38]=[CH:37][N:36]=3)=[CH:31][CH:30]=2)=[CH:20][CH:19]=1)[C:13]([O:15][CH3:16])=[O:14])=O)C1C=CC=CC=1, predict the reaction product. The product is: [NH2:11][C@@H:12]([CH2:17][C:18]1[CH:19]=[CH:20][C:21]([O:24][CH2:25][CH2:26][NH:27][C:28](=[O:41])[C:29]2[CH:30]=[CH:31][C:32]([C:35]3[CH:40]=[CH:39][CH:38]=[CH:37][N:36]=3)=[CH:33][CH:34]=2)=[CH:22][CH:23]=1)[C:13]([O:15][CH3:16])=[O:14].